The task is: Regression. Given two drug SMILES strings and cell line genomic features, predict the synergy score measuring deviation from expected non-interaction effect.. This data is from Merck oncology drug combination screen with 23,052 pairs across 39 cell lines. (1) Drug 1: CN(C)C(=N)N=C(N)N. Drug 2: CC1(c2nc3c(C(N)=O)cccc3[nH]2)CCCN1. Cell line: NCIH520. Synergy scores: synergy=-2.91. (2) Drug 1: CC1(c2nc3c(C(N)=O)cccc3[nH]2)CCCN1. Drug 2: NC1CCCCC1N.O=C(O)C(=O)O.[Pt+2]. Cell line: PA1. Synergy scores: synergy=-24.7. (3) Drug 1: O=C(CCCCCCC(=O)Nc1ccccc1)NO. Drug 2: CC(C)CC(NC(=O)C(Cc1ccccc1)NC(=O)c1cnccn1)B(O)O. Cell line: A427. Synergy scores: synergy=-46.2. (4) Drug 1: Cn1nnc2c(C(N)=O)ncn2c1=O. Drug 2: COC1CC2CCC(C)C(O)(O2)C(=O)C(=O)N2CCCCC2C(=O)OC(C(C)CC2CCC(OP(C)(C)=O)C(OC)C2)CC(=O)C(C)C=C(C)C(O)C(OC)C(=O)C(C)CC(C)C=CC=CC=C1C. Cell line: SKOV3. Synergy scores: synergy=12.1. (5) Drug 1: O=C(CCCCCCC(=O)Nc1ccccc1)NO. Drug 2: C#Cc1cccc(Nc2ncnc3cc(OCCOC)c(OCCOC)cc23)c1. Cell line: ZR751. Synergy scores: synergy=28.5. (6) Drug 1: CCC1(O)C(=O)OCc2c1cc1n(c2=O)Cc2cc3c(CN(C)C)c(O)ccc3nc2-1. Drug 2: CCc1cnn2c(NCc3ccc[n+]([O-])c3)cc(N3CCCCC3CCO)nc12. Cell line: SKMEL30. Synergy scores: synergy=0.295. (7) Drug 1: COC12C(COC(N)=O)C3=C(C(=O)C(C)=C(N)C3=O)N1CC1NC12. Drug 2: CNC(=O)c1cc(Oc2ccc(NC(=O)Nc3ccc(Cl)c(C(F)(F)F)c3)cc2)ccn1. Cell line: SKMES1. Synergy scores: synergy=-69.2.